From a dataset of Reaction yield outcomes from USPTO patents with 853,638 reactions. Predict the reaction yield, written as a fraction of the theoretical maximum amount of product (1.0 means a 100% yield; for example, 0.34 means a 34% yield). The reactants are [Br:1][C:2]1[CH:3]=[N:4][NH:5][CH:6]=1.Cl.C(OCN1C2N=CN=C(C3C=NN([CH:30]([O:32][CH2:33][CH3:34])[CH3:31])C=3)C=2C=C1)(=O)C(C)(C)C. The catalyst is C(Cl)Cl.O1CCOCC1. The product is [Br:1][C:2]1[CH:3]=[N:4][N:5]([CH2:31][CH2:30][O:32][CH2:33][CH3:34])[CH:6]=1. The yield is 0.970.